From a dataset of NCI-60 drug combinations with 297,098 pairs across 59 cell lines. Regression. Given two drug SMILES strings and cell line genomic features, predict the synergy score measuring deviation from expected non-interaction effect. (1) Drug 1: CC12CCC3C(C1CCC2=O)CC(=C)C4=CC(=O)C=CC34C. Drug 2: C(CN)CNCCSP(=O)(O)O. Cell line: HL-60(TB). Synergy scores: CSS=8.73, Synergy_ZIP=-16.4, Synergy_Bliss=-29.6, Synergy_Loewe=-36.6, Synergy_HSA=-29.6. (2) Drug 1: C1=CN(C(=O)N=C1N)C2C(C(C(O2)CO)O)O.Cl. Drug 2: CC1=C(C=C(C=C1)NC(=O)C2=CC=C(C=C2)CN3CCN(CC3)C)NC4=NC=CC(=N4)C5=CN=CC=C5. Cell line: A498. Synergy scores: CSS=24.7, Synergy_ZIP=-9.17, Synergy_Bliss=-3.64, Synergy_Loewe=-18.6, Synergy_HSA=-3.28. (3) Synergy scores: CSS=66.3, Synergy_ZIP=-5.29, Synergy_Bliss=-2.98, Synergy_Loewe=-3.06, Synergy_HSA=-1.92. Drug 1: C1=NC2=C(N1)C(=S)N=CN2. Cell line: SK-MEL-2. Drug 2: CC1C(C(CC(O1)OC2CC(CC3=C2C(=C4C(=C3O)C(=O)C5=C(C4=O)C(=CC=C5)OC)O)(C(=O)CO)O)N)O.Cl. (4) Drug 1: C1CCC(C(C1)N)N.C(=O)(C(=O)[O-])[O-].[Pt+4]. Drug 2: CC1C(C(CC(O1)OC2CC(CC3=C2C(=C4C(=C3O)C(=O)C5=C(C4=O)C(=CC=C5)OC)O)(C(=O)CO)O)N)O.Cl. Cell line: COLO 205. Synergy scores: CSS=56.6, Synergy_ZIP=-12.4, Synergy_Bliss=-14.4, Synergy_Loewe=-10.9, Synergy_HSA=-9.13. (5) Drug 1: C1=NC2=C(N1)C(=S)N=C(N2)N. Drug 2: CCCS(=O)(=O)NC1=C(C(=C(C=C1)F)C(=O)C2=CNC3=C2C=C(C=N3)C4=CC=C(C=C4)Cl)F. Cell line: HL-60(TB). Synergy scores: CSS=42.9, Synergy_ZIP=1.87, Synergy_Bliss=5.31, Synergy_Loewe=-8.30, Synergy_HSA=-0.995. (6) Drug 1: CC1=C(C=C(C=C1)C(=O)NC2=CC(=CC(=C2)C(F)(F)F)N3C=C(N=C3)C)NC4=NC=CC(=N4)C5=CN=CC=C5. Drug 2: CC1CCCC2(C(O2)CC(NC(=O)CC(C(C(=O)C(C1O)C)(C)C)O)C(=CC3=CSC(=N3)C)C)C. Cell line: HOP-62. Synergy scores: CSS=47.2, Synergy_ZIP=3.10, Synergy_Bliss=5.10, Synergy_Loewe=-14.8, Synergy_HSA=4.91. (7) Drug 2: C1C(C(OC1N2C=NC3=C(N=C(N=C32)Cl)N)CO)O. Synergy scores: CSS=14.2, Synergy_ZIP=-7.29, Synergy_Bliss=-3.39, Synergy_Loewe=-6.25, Synergy_HSA=-2.32. Cell line: OVCAR-5. Drug 1: C1=CC(=CC=C1CCCC(=O)O)N(CCCl)CCCl. (8) Drug 1: CNC(=O)C1=CC=CC=C1SC2=CC3=C(C=C2)C(=NN3)C=CC4=CC=CC=N4. Drug 2: C1=CC(=CC=C1CCC2=CNC3=C2C(=O)NC(=N3)N)C(=O)NC(CCC(=O)O)C(=O)O. Cell line: HCT-15. Synergy scores: CSS=32.8, Synergy_ZIP=-1.33, Synergy_Bliss=-2.69, Synergy_Loewe=-17.5, Synergy_HSA=-2.93.